From a dataset of Forward reaction prediction with 1.9M reactions from USPTO patents (1976-2016). Predict the product of the given reaction. (1) Given the reactants [C:1]1([C:7]2[O:8][C:9]([C:15]([F:18])([F:17])[F:16])=[C:10]([C:12]([OH:14])=O)[N:11]=2)[CH:6]=[CH:5][CH:4]=[CH:3][CH:2]=1.F[P-](F)(F)(F)(F)F.Br[P+](N1CCCC1)(N1CCCC1)N1CCCC1.[NH2:43][C:44]1[CH:49]=[CH:48][C:47]([C:50]2[CH:55]=[CH:54][C:53]([C:56]([C@@H:58]3[CH2:62][CH2:61][CH2:60][C@H:59]3[C:63]([OH:65])=[O:64])=[O:57])=[CH:52][CH:51]=2)=[CH:46][CH:45]=1.C(N(C(C)C)CC)(C)C, predict the reaction product. The product is: [C:1]1([C:7]2[O:8][C:9]([C:15]([F:18])([F:17])[F:16])=[C:10]([C:12]([NH:43][C:44]3[CH:45]=[CH:46][C:47]([C:50]4[CH:55]=[CH:54][C:53]([C:56]([C@@H:58]5[CH2:62][CH2:61][CH2:60][C@H:59]5[C:63]([OH:65])=[O:64])=[O:57])=[CH:52][CH:51]=4)=[CH:48][CH:49]=3)=[O:14])[N:11]=2)[CH:2]=[CH:3][CH:4]=[CH:5][CH:6]=1. (2) Given the reactants Cl[CH2:2][C:3]1[N:4]=[C:5]([C:10]2[C:14]([CH3:16])([CH3:15])[CH2:13][CH2:12][CH:11]=2)[C:6]([I:9])=[N:7][CH:8]=1.[CH:17]1([C@@H:20]([C:27]2[CH:32]=[CH:31][CH:30]=[C:29]([OH:33])[CH:28]=2)[CH2:21][C:22]([O:24][CH2:25][CH3:26])=[O:23])[CH2:19][CH2:18]1, predict the reaction product. The product is: [CH:17]1([C@@H:20]([C:27]2[CH:32]=[CH:31][CH:30]=[C:29]([O:33][CH2:2][C:3]3[CH:8]=[N:7][C:6]([I:9])=[C:5]([C:10]4[C:14]([CH3:16])([CH3:15])[CH2:13][CH2:12][CH:11]=4)[N:4]=3)[CH:28]=2)[CH2:21][C:22]([O:24][CH2:25][CH3:26])=[O:23])[CH2:19][CH2:18]1. (3) Given the reactants [CH3:1][O:2][C:3]1[CH:8]=[C:7]([CH3:9])[C:6]([S:10]([N:13]([CH3:35])[CH2:14][CH2:15][O:16][CH2:17][C:18]([N:20]([CH3:34])[C@@H:21]2[CH2:26][CH2:25][CH2:24][C@H:23]([N:27]3[CH2:32][CH2:31][N:30]([CH3:33])[CH2:29][CH2:28]3)[CH2:22]2)=[O:19])(=[O:12])=[O:11])=[C:5]([CH3:36])[CH:4]=1.[C:37]([OH:46])(=[O:45])[C@H:38]([C@@H:40]([C:42]([OH:44])=[O:43])[OH:41])[OH:39].C(O)C, predict the reaction product. The product is: [CH3:1][O:2][C:3]1[CH:8]=[C:7]([CH3:9])[C:6]([S:10]([N:13]([CH3:35])[CH2:14][CH2:15][O:16][CH2:17][C:18]([N:20]([CH3:34])[C@@H:21]2[CH2:26][CH2:25][CH2:24][C@H:23]([N:27]3[CH2:28][CH2:29][N:30]([CH3:33])[CH2:31][CH2:32]3)[CH2:22]2)=[O:19])(=[O:12])=[O:11])=[C:5]([CH3:36])[CH:4]=1.[C:42]([C@H:40]([C@@H:38]([C:37]([O-:46])=[O:45])[OH:39])[OH:41])([O-:44])=[O:43]. (4) Given the reactants [H-].[Na+].[Cl:3][C:4]1[CH:17]=[CH:16][C:7]([CH2:8][N:9]2[C:13](=[O:14])[CH2:12][NH:11][C:10]2=[O:15])=[CH:6][CH:5]=1.[CH3:18][N:19]1[CH2:24][CH2:23][N:22]([C:25]2[CH:32]=[CH:31][CH:30]=[CH:29][C:26]=2[CH:27]=O)[CH2:21][CH2:20]1, predict the reaction product. The product is: [Cl:3][C:4]1[CH:17]=[CH:16][C:7]([CH2:8][N:9]2[C:13](=[O:14])[C:12](=[CH:27][C:26]3[CH:29]=[CH:30][CH:31]=[CH:32][C:25]=3[N:22]3[CH2:21][CH2:20][N:19]([CH3:18])[CH2:24][CH2:23]3)[NH:11][C:10]2=[O:15])=[CH:6][CH:5]=1. (5) Given the reactants [CH3:1][C@@H:2]1[NH2+:6][C@H:5]([C:7]([O:9][CH2:10][CH3:11])=[O:8])[CH2:4][CH2:3]1.[CH3:12][O:13][C:14]([NH:16][C@@H:17]([CH:21]([CH3:23])[CH3:22])[C:18](O)=[O:19])=[O:15].CN(C(ON1N=NC2C=CC=NC1=2)=[N+](C)C)C.F[P-](F)(F)(F)(F)F.CCN(C(C)C)C(C)C, predict the reaction product. The product is: [CH3:12][O:13][C:14]([NH:16][C@@H:17]([CH:21]([CH3:23])[CH3:22])[C:18]([N:6]1[C@@H:2]([CH3:1])[CH2:3][CH2:4][C@H:5]1[C:7]([O:9][CH2:10][CH3:11])=[O:8])=[O:19])=[O:15]. (6) Given the reactants [NH2:1][CH:2]([C:4]1[CH:9]=[CH:8][C:7]([C:10]2[N:15]=[C:14]([NH:16][C:17]3[CH:18]=[C:19]4[C:23](=[CH:24][CH:25]=3)[N:22](C(OC(C)(C)C)=O)[N:21]=[CH:20]4)[CH:13]=[CH:12][N:11]=2)=[CH:6][CH:5]=1)[CH3:3], predict the reaction product. The product is: [NH2:1][CH:2]([C:4]1[CH:9]=[CH:8][C:7]([C:10]2[N:15]=[C:14]([NH:16][C:17]3[CH:18]=[C:19]4[C:23](=[CH:24][CH:25]=3)[NH:22][N:21]=[CH:20]4)[CH:13]=[CH:12][N:11]=2)=[CH:6][CH:5]=1)[CH3:3].